Dataset: NCI-60 drug combinations with 297,098 pairs across 59 cell lines. Task: Regression. Given two drug SMILES strings and cell line genomic features, predict the synergy score measuring deviation from expected non-interaction effect. (1) Drug 1: CC1C(C(CC(O1)OC2CC(CC3=C2C(=C4C(=C3O)C(=O)C5=C(C4=O)C(=CC=C5)OC)O)(C(=O)C)O)N)O.Cl. Drug 2: C1CCC(C(C1)N)N.C(=O)(C(=O)[O-])[O-].[Pt+4]. Cell line: OVCAR3. Synergy scores: CSS=25.9, Synergy_ZIP=-8.07, Synergy_Bliss=-1.88, Synergy_Loewe=-7.91, Synergy_HSA=-1.56. (2) Drug 1: CCC1=CC2CC(C3=C(CN(C2)C1)C4=CC=CC=C4N3)(C5=C(C=C6C(=C5)C78CCN9C7C(C=CC9)(C(C(C8N6C)(C(=O)OC)O)OC(=O)C)CC)OC)C(=O)OC.C(C(C(=O)O)O)(C(=O)O)O. Drug 2: C1CN1P(=S)(N2CC2)N3CC3. Cell line: NCI-H522. Synergy scores: CSS=48.5, Synergy_ZIP=-1.95, Synergy_Bliss=-1.82, Synergy_Loewe=-4.37, Synergy_HSA=1.93.